Dataset: Reaction yield outcomes from USPTO patents with 853,638 reactions. Task: Predict the reaction yield, written as a fraction of the theoretical maximum amount of product (1.0 means a 100% yield; for example, 0.34 means a 34% yield). (1) The reactants are [N+:1]1([O-])[C:2]([C:7]([O:9][C:10]([CH3:13])([CH3:12])[CH3:11])=[O:8])=[CH:3][CH:4]=[CH:5][CH:6]=1.C[Si]([C:19]#[N:20])(C)C.CN(C)C(Cl)=O. The catalyst is [N+](CC)([O-])=O. The product is [C:19]([C:6]1[N:1]=[C:2]([C:7]([O:9][C:10]([CH3:13])([CH3:12])[CH3:11])=[O:8])[CH:3]=[CH:4][CH:5]=1)#[N:20]. The yield is 0.850. (2) The reactants are O.[NH2:2][NH2:3].Cl[C:5]1[N:6]=[N:7][C:8]([CH3:11])=[CH:9][CH:10]=1. The catalyst is C(O)C. The product is [NH:2]([C:5]1[N:6]=[N:7][C:8]([CH3:11])=[CH:9][CH:10]=1)[NH2:3]. The yield is 0.810. (3) The reactants are [F:1][C:2]1[C:10]2[N:9]=[C:8]([CH:11]([CH3:17])[C:12](OCC)=O)[NH:7][C:6]=2[C:5]([F:18])=[C:4]([F:19])[CH:3]=1.[NH2:20][C:21]1[CH:43]=[CH:42][C:24]([C:25]([NH:27][CH2:28][CH2:29][O:30][C:31]2[CH:41]=[CH:40][CH:39]=[CH:38][C:32]=2[C:33]([O:35][CH2:36][CH3:37])=[O:34])=[O:26])=[CH:23][C:22]=1[NH:44][CH3:45]. The catalyst is CN1C(=O)N(C)CCC1. The product is [F:1][C:2]1[C:10]2[N:9]=[C:8]([CH:11]([C:12]3[N:44]([CH3:45])[C:22]4[CH:23]=[C:24]([C:25]([NH:27][CH2:28][CH2:29][O:30][C:31]5[CH:41]=[CH:40][CH:39]=[CH:38][C:32]=5[C:33]([O:35][CH2:36][CH3:37])=[O:34])=[O:26])[CH:42]=[CH:43][C:21]=4[N:20]=3)[CH3:17])[NH:7][C:6]=2[C:5]([F:18])=[C:4]([F:19])[CH:3]=1. The yield is 0.490.